Task: Predict the reaction yield, written as a fraction of the theoretical maximum amount of product (1.0 means a 100% yield; for example, 0.34 means a 34% yield).. Dataset: Reaction yield outcomes from USPTO patents with 853,638 reactions The product is [C:24]1([C:23]2[N:22]=[CH:21][NH:40][C:18]=2[C:3]2[C:2](=[O:1])[CH:7]=[CH:6][N:5]([C:8]3[CH:13]=[CH:12][CH:11]=[C:10]([C:14]([F:17])([F:16])[F:15])[CH:9]=3)[N:4]=2)[CH:29]=[CH:28][CH:27]=[CH:26][CH:25]=1. The catalyst is C1COCC1.O.C([O-])(O)=O.[Na+]. The yield is 0.470. The reactants are [O:1]=[C:2]1[CH:7]=[CH:6][N:5]([C:8]2[CH:13]=[CH:12][CH:11]=[C:10]([C:14]([F:17])([F:16])[F:15])[CH:9]=2)[N:4]=[C:3]1[CH:18]=O.N.[CH2:21]=[N:22][CH:23](S(C1C=CC(C)=CC=1)(=O)=O)[C:24]1[CH:29]=[CH:28][CH:27]=[CH:26][CH:25]=1.[NH:40]1CCNCC1.